The task is: Predict the product of the given reaction.. This data is from Forward reaction prediction with 1.9M reactions from USPTO patents (1976-2016). (1) Given the reactants [NH2:1][C:2]1[S:3][C:4]([CH2:14][CH2:15][C:16]([NH:18][C:19]2[CH:24]=[CH:23][C:22]([CH2:25][P:26]([O:31][CH2:32][CH3:33])([O:28][CH2:29][CH3:30])=[O:27])=[CH:21][CH:20]=2)=[O:17])=[C:5]([C:7]2[CH:12]=[CH:11][C:10]([Cl:13])=[CH:9][CH:8]=2)[N:6]=1.[C:34]([N:38]=[C:39]=[O:40])([CH3:37])([CH3:36])[CH3:35], predict the reaction product. The product is: [Cl:13][C:10]1[CH:9]=[CH:8][C:7]([C:5]2[N:6]=[C:2]([NH:1][C:39]([NH:38][C:34]([CH3:37])([CH3:36])[CH3:35])=[O:40])[S:3][C:4]=2[CH2:14][CH2:15][C:16]([NH:18][C:19]2[CH:24]=[CH:23][C:22]([CH2:25][P:26]([O:28][CH2:29][CH3:30])([O:31][CH2:32][CH3:33])=[O:27])=[CH:21][CH:20]=2)=[O:17])=[CH:12][CH:11]=1. (2) Given the reactants [Cl:1][C:2]1[C:7]([CH3:8])=[C:6]([Cl:9])[N:5]=[CH:4][C:3]=1[CH2:10][NH:11][C:12]1[C:17]([F:18])=[C:16]([O:19][CH3:20])[CH:15]=[C:14]([O:21][CH3:22])[C:13]=1[F:23].[Cl:24][C:25](Cl)([O:27]C(=O)OC(Cl)(Cl)Cl)Cl.N1C=CC=CC=1, predict the reaction product. The product is: [Cl:1][C:2]1[C:7]([CH3:8])=[C:6]([Cl:9])[N:5]=[CH:4][C:3]=1[CH2:10][N:11]([C:12]1[C:17]([F:18])=[C:16]([O:19][CH3:20])[CH:15]=[C:14]([O:21][CH3:22])[C:13]=1[F:23])[C:25]([Cl:24])=[O:27]. (3) Given the reactants [BH4-].[Na+].[CH:3]1([C:9]2[C:18]3[C:13](=[CH:14][C:15]([O:19][CH3:20])=[CH:16][CH:17]=3)[CH2:12][CH2:11][N:10]=2)[CH2:8][CH2:7][CH2:6][CH2:5][CH2:4]1, predict the reaction product. The product is: [CH:3]1([CH:9]2[C:18]3[C:13](=[CH:14][C:15]([O:19][CH3:20])=[CH:16][CH:17]=3)[CH2:12][CH2:11][NH:10]2)[CH2:4][CH2:5][CH2:6][CH2:7][CH2:8]1.